Dataset: Forward reaction prediction with 1.9M reactions from USPTO patents (1976-2016). Task: Predict the product of the given reaction. The product is: [CH3:1][C@@H:2]1[CH2:3][CH2:4][C@H:5]([C:18]([NH:21][C:22]2[CH:27]=[CH:26][CH:25]=[CH:24][CH:23]=2)=[O:20])[CH2:6][N:7]1[C:8]([O:10][CH2:11][C:12]1[CH:13]=[CH:14][CH:15]=[CH:16][CH:17]=1)=[O:9]. Given the reactants [CH3:1][C@H:2]1[N:7]([C:8]([O:10][CH2:11][C:12]2[CH:17]=[CH:16][CH:15]=[CH:14][CH:13]=2)=[O:9])[CH2:6][C@@H:5]([C:18]([OH:20])=O)[CH2:4][CH2:3]1.[NH2:21][C:22]1[CH:27]=[CH:26][CH:25]=[CH:24][CH:23]=1.CCN(C(C)C)C(C)C.C1C=CC2N(O)N=NC=2C=1.C(Cl)CCl, predict the reaction product.